The task is: Regression/Classification. Given a drug SMILES string, predict its toxicity properties. Task type varies by dataset: regression for continuous values (e.g., LD50, hERG inhibition percentage) or binary classification for toxic/non-toxic outcomes (e.g., AMES mutagenicity, cardiotoxicity, hepatotoxicity). Dataset: herg_karim.. This data is from hERG potassium channel inhibition data for cardiac toxicity prediction from Karim et al.. (1) The compound is [NH3+][C@H]1C[n+]2c([nH]c3cnccc32)C[C@@H]1c1cc(F)c(F)cc1F. The result is 0 (non-blocker). (2) The compound is O=C(NC1CCN(Cc2ccn(-c3ccc(C(F)(F)F)cc3)c2)CC1)N1CCCC(C(=O)N2CCCC2)C1. The result is 0 (non-blocker). (3) The compound is NC1=NC2(CO1)c1cc(-c3cncnc3)ccc1OCC21CC1. The result is 0 (non-blocker). (4) The compound is Cc1ccc2c(n1)N1[C@H](C)CNC[C@H]1C2. The result is 0 (non-blocker). (5) The compound is CC1(C)Oc2ccc(Br)cc2C2(CSC(N)=N2)C12COC2. The result is 0 (non-blocker). (6) The drug is Cc1ccc(NC(=O)[C@H](COC(C)C)Oc2ncnc3c2cnn3-c2ccccc2Cl)nc1. The result is 0 (non-blocker).